From a dataset of Forward reaction prediction with 1.9M reactions from USPTO patents (1976-2016). Predict the product of the given reaction. (1) Given the reactants [NH:1]1[C:5]2[CH:6]=[CH:7][CH:8]=[CH:9][C:4]=2[N:3]=[C:2]1[CH:10]([O:23][CH:24]1[CH2:29][CH2:28][N:27]([CH3:30])[CH2:26][CH2:25]1)[C:11]1[CH:12]=[C:13]([C:17]#[C:18][CH2:19][CH2:20][CH2:21][NH2:22])[CH:14]=[CH:15][CH:16]=1.O.[OH-].[K+], predict the reaction product. The product is: [NH:1]1[C:5]2[CH:6]=[CH:7][CH:8]=[CH:9][C:4]=2[N:3]=[C:2]1[CH:10]([O:23][CH:24]1[CH2:29][CH2:28][N:27]([CH3:30])[CH2:26][CH2:25]1)[C:11]1[CH:12]=[C:13]([CH:17]=[CH:18][CH2:19][CH2:20][CH2:21][NH2:22])[CH:14]=[CH:15][CH:16]=1. (2) Given the reactants C(=O)([O-])[O-].[Cs+].[Cs+].C1C=CC(P(C2C(C3C(P(C4C=CC=CC=4)C4C=CC=CC=4)=CC=C4C=3C=CC=C4)=C3C(C=CC=C3)=CC=2)C2C=CC=CC=2)=CC=1.Br[C:54]1[CH:59]=[CH:58][C:57]([CH2:60][NH:61][C:62]([CH:64]2[CH2:69][CH2:68][CH2:67][CH:66]([NH:70][C:71]3[N:76]=[C:75]([CH3:77])[N:74]=[C:73]([NH:78][CH3:79])[N:72]=3)[CH2:65]2)=[O:63])=[C:56]([Cl:80])[CH:55]=1.[NH:81]1[CH2:86][CH2:85][CH2:84][CH2:83][CH2:82]1, predict the reaction product. The product is: [Cl:80][C:56]1[CH:55]=[C:54]([N:81]2[CH2:86][CH2:85][CH2:84][CH2:83][CH2:82]2)[CH:59]=[CH:58][C:57]=1[CH2:60][NH:61][C:62]([C@H:64]1[CH2:69][CH2:68][CH2:67][C@@H:66]([NH:70][C:71]2[N:76]=[C:75]([CH3:77])[N:74]=[C:73]([NH:78][CH3:79])[N:72]=2)[CH2:65]1)=[O:63]. (3) Given the reactants C(OC([NH:11][CH2:12][CH2:13][C@H:14]([NH:25][C:26](=[O:41])[C:27]1[CH:32]=[CH:31][C:30]([C:33]([N:35]2[CH2:39][CH2:38][CH2:37][CH2:36]2)=[O:34])=[C:29]([CH3:40])[CH:28]=1)[C:15]1[NH:19][C:18]2[CH:20]=[CH:21][C:22]([Cl:24])=[CH:23][C:17]=2[N:16]=1)=O)C1C=CC=CC=1.I[Si](C)(C)C.ClCCl.C(O)C.ClCl, predict the reaction product. The product is: [NH2:11][CH2:12][CH2:13][C@H:14]([NH:25][C:26](=[O:41])[C:27]1[CH:32]=[CH:31][C:30]([C:33]([N:35]2[CH2:39][CH2:38][CH2:37][CH2:36]2)=[O:34])=[C:29]([CH3:40])[CH:28]=1)[C:15]1[NH:19][C:18]2[CH:20]=[CH:21][C:22]([Cl:24])=[CH:23][C:17]=2[N:16]=1. (4) Given the reactants [C:1]1([C:7]2[CH:8]=[C:9]3[C:13](=[C:14]([C:16]([NH2:18])=[O:17])[CH:15]=2)[NH:12][CH:11]=[C:10]3[CH:19]2[CH2:24][CH2:23][NH:22][CH2:21][CH2:20]2)[CH:6]=[CH:5][CH:4]=[CH:3][CH:2]=1.[CH3:25][C:26]1[CH:31]=[CH:30][C:29]([S:32](Cl)(=[O:34])=[O:33])=[CH:28][CH:27]=1.C(N(CC)CC)C, predict the reaction product. The product is: [CH3:25][C:26]1[CH:31]=[CH:30][C:29]([S:32]([N:22]2[CH2:23][CH2:24][CH:19]([C:10]3[C:9]4[C:13](=[C:14]([C:16]([NH2:18])=[O:17])[CH:15]=[C:7]([C:1]5[CH:2]=[CH:3][CH:4]=[CH:5][CH:6]=5)[CH:8]=4)[NH:12][CH:11]=3)[CH2:20][CH2:21]2)(=[O:34])=[O:33])=[CH:28][CH:27]=1. (5) Given the reactants [C:1]([CH2:3][C:4]([O:6][CH2:7]C(CC)CCCC)=[O:5])#N.[C:15]([C:23]1C=CC=[CH:25][CH:24]=1)(=O)[C:16]1[CH:21]=CC=[CH:18][CH:17]=1.C(O)(=O)CC.C([O-])(=O)C.[NH4+].C(C(=C)C(N)=O)#[N:40].[C:46]1([C:52]2[CH:57]=[CH:56][CH:55]=[CH:54][CH:53]=2)[CH:51]=[CH:50][CH:49]=[CH:48][CH:47]=1, predict the reaction product. The product is: [C:7]([O:6][C:4](=[O:5])[CH:3]=[CH2:1])#[N:40].[CH2:17]([CH:16]([CH2:15][CH2:23][CH2:24][CH3:25])[CH2:21][C:48]1[CH:49]=[CH:50][CH:51]=[C:46]([C:52]2[CH:53]=[CH:54][CH:55]=[CH:56][CH:57]=2)[CH:47]=1)[CH3:18]. (6) Given the reactants [Br:1][C:2]1[CH:10]=[C:9]2[C:5]([C:6]([CH2:20][NH:21][CH3:22])=[CH:7][N:8]2[S:11]([C:14]2[CH:15]=[N:16][CH:17]=[CH:18][CH:19]=2)(=[O:13])=[O:12])=[CH:4][CH:3]=1.C(N(CC)CC)C.[C:38](O[C:38]([O:40][C:41]([CH3:44])([CH3:43])[CH3:42])=[O:39])([O:40][C:41]([CH3:44])([CH3:43])[CH3:42])=[O:39].O, predict the reaction product. The product is: [Br:1][C:2]1[CH:10]=[C:9]2[C:5]([C:6]([CH2:20][N:21]([CH3:22])[C:38](=[O:39])[O:40][C:41]([CH3:42])([CH3:43])[CH3:44])=[CH:7][N:8]2[S:11]([C:14]2[CH:15]=[N:16][CH:17]=[CH:18][CH:19]=2)(=[O:12])=[O:13])=[CH:4][CH:3]=1. (7) Given the reactants [N:1]1([C:6]2[CH:25]=[CH:24][C:9]([CH2:10][C:11]3[C:12](Cl)=[N:13][C:14]4[C:19]([C:20]=3[Cl:21])=[CH:18][C:17]([Br:22])=[CH:16][CH:15]=4)=[CH:8][CH:7]=2)[CH:5]=[CH:4][CH:3]=[N:2]1.[CH3:26][O-:27].[Na+], predict the reaction product. The product is: [N:1]1([C:6]2[CH:25]=[CH:24][C:9]([CH2:10][C:11]3[C:12]([O:27][CH3:26])=[N:13][C:14]4[C:19]([C:20]=3[Cl:21])=[CH:18][C:17]([Br:22])=[CH:16][CH:15]=4)=[CH:8][CH:7]=2)[CH:5]=[CH:4][CH:3]=[N:2]1. (8) Given the reactants Cl[CH2:2][C:3]1[CH:8]=[CH:7][C:6]([C:9]2[C:10]([NH:15][S:16]([C:19]3[CH:24]=[CH:23][CH:22]=[CH:21][C:20]=3[C:25]([F:28])([F:27])[F:26])(=[O:18])=[O:17])=[N:11][CH:12]=[CH:13][N:14]=2)=[CH:5][CH:4]=1.[CH3:29][NH:30][C:31]1[CH:36]=[CH:35][CH:34]=[CH:33][CH:32]=1, predict the reaction product. The product is: [CH3:29][N:30]([CH2:2][C:3]1[CH:8]=[CH:7][C:6]([C:9]2[C:10]([NH:15][S:16]([C:19]3[CH:24]=[CH:23][CH:22]=[CH:21][C:20]=3[C:25]([F:28])([F:27])[F:26])(=[O:18])=[O:17])=[N:11][CH:12]=[CH:13][N:14]=2)=[CH:5][CH:4]=1)[C:31]1[CH:36]=[CH:35][CH:34]=[CH:33][CH:32]=1. (9) Given the reactants [CH2:1]([O:4][C:5]1([CH3:50])[CH2:10][CH2:9][N:8]([C:11]2[N:16]3[CH:17]=[C:18]([C:20]4[CH:21]=[C:22]([C:26]5[CH:31]=[CH:30][C:29]([F:32])=[CH:28][C:27]=5[O:33][C@H:34]([CH2:36]C=C)[CH3:35])[CH:23]=[CH:24][CH:25]=4)[N:19]=[C:15]3[CH:14]=[C:13]([CH3:39])[C:12]=2[C@H:40]([O:45][C:46]([CH3:49])([CH3:48])[CH3:47])[C:41]([O:43][CH3:44])=[O:42])[CH2:7][CH2:6]1)[CH:2]=[CH2:3], predict the reaction product. The product is: [C:46]([O:45][C@@H:40]([C:12]1[C:13]([CH3:39])=[CH:14][C:15]2=[N:19][C:18]3=[CH:17][N:16]2[C:11]=1[N:8]1[CH2:7][CH2:6][C:5]([CH3:50])([O:4][CH2:1][CH:2]=[CH:3][CH2:36][C@H:34]([CH3:35])[O:33][C:27]2[CH:28]=[C:29]([F:32])[CH:30]=[CH:31][C:26]=2[C:22]2[CH:21]=[C:20]3[CH:25]=[CH:24][CH:23]=2)[CH2:10][CH2:9]1)[C:41]([O:43][CH3:44])=[O:42])([CH3:48])([CH3:47])[CH3:49].